From a dataset of TCR-epitope binding with 47,182 pairs between 192 epitopes and 23,139 TCRs. Binary Classification. Given a T-cell receptor sequence (or CDR3 region) and an epitope sequence, predict whether binding occurs between them. (1) The epitope is HPKVSSEVHI. The TCR CDR3 sequence is CASSRGQGAYEQFF. Result: 0 (the TCR does not bind to the epitope). (2) The epitope is SEISMDNSPNL. The TCR CDR3 sequence is CASSQDPSGVYNEQFF. Result: 1 (the TCR binds to the epitope). (3) The epitope is LLMPILTLT. The TCR CDR3 sequence is CASSVWQDYNEQFF. Result: 0 (the TCR does not bind to the epitope). (4) The epitope is FTYASALWEI. Result: 1 (the TCR binds to the epitope). The TCR CDR3 sequence is CSNYNEQFF.